From a dataset of Full USPTO retrosynthesis dataset with 1.9M reactions from patents (1976-2016). Predict the reactants needed to synthesize the given product. (1) Given the product [CH3:18][O:17][C:8]1[CH:9]=[C:10]([CH:15]=[CH:16][C:7]=1[NH:6][C:4](=[O:5])[CH2:3]/[N:2]=[CH:30]/[CH2:29][C:28]([CH3:33])([CH3:32])[C:27]([F:35])([F:34])[F:26])[C:11]([O:13][CH3:14])=[O:12], predict the reactants needed to synthesize it. The reactants are: Cl.[NH2:2][CH2:3][C:4]([NH:6][C:7]1[CH:16]=[CH:15][C:10]([C:11]([O:13][CH3:14])=[O:12])=[CH:9][C:8]=1[O:17][CH3:18])=[O:5].C(N(CC)CC)C.[F:26][C:27]([F:35])([F:34])[C:28]([CH3:33])([CH3:32])[CH2:29][CH:30]=O. (2) Given the product [Cl:25][C:26]1[CH:27]=[C:28]([NH:40][C:41]2[C:42]3[CH:50]=[C:49]([NH:51][C:22](=[O:24])[CH2:21][P:16](=[O:17])([O:15][CH2:13][CH3:14])[O:18][CH2:19][CH3:20])[N:48]=[CH:47][C:43]=3[N:44]=[CH:45][N:46]=2)[CH:29]=[CH:30][C:31]=1[O:32][CH2:33][C:34]1[CH:39]=[CH:38][CH:37]=[CH:36][N:35]=1, predict the reactants needed to synthesize it. The reactants are: C1N=CN(C(N2C=NC=C2)=O)C=1.[CH2:13]([O:15][P:16]([CH2:21][C:22]([OH:24])=O)([O:18][CH2:19][CH3:20])=[O:17])[CH3:14].[Cl:25][C:26]1[CH:27]=[C:28]([NH:40][C:41]2[C:42]3[CH:50]=[C:49]([NH2:51])[N:48]=[CH:47][C:43]=3[N:44]=[CH:45][N:46]=2)[CH:29]=[CH:30][C:31]=1[O:32][CH2:33][C:34]1[CH:39]=[CH:38][CH:37]=[CH:36][N:35]=1.CC(N(C)C)=O. (3) Given the product [Cl:1][C:2]1[CH:3]=[C:4]([O:11][C@@H:17]([C@H:19]2[CH2:20][N:21]([C@@H:25]([C:27]3[CH:28]=[CH:29][C:30]([O:33][CH3:34])=[CH:31][CH:32]=3)[CH3:26])[C:22](=[O:24])[CH2:23]2)[CH3:18])[C:5]2[N:6]([N:8]=[CH:9][CH:10]=2)[CH:7]=1, predict the reactants needed to synthesize it. The reactants are: [Cl:1][C:2]1[CH:3]=[C:4]([OH:11])[C:5]2[N:6]([N:8]=[CH:9][CH:10]=2)[CH:7]=1.CS(O[C@H:17]([C@@H:19]1[CH2:23][C:22](=[O:24])[N:21]([C@@H:25]([C:27]2[CH:32]=[CH:31][C:30]([O:33][CH3:34])=[CH:29][CH:28]=2)[CH3:26])[CH2:20]1)[CH3:18])(=O)=O.C(=O)([O-])[O-].[Cs+].[Cs+].C([O-])(O)=O.[Na+]. (4) Given the product [CH2:1]([N:8]1[CH2:20][CH2:19][C:11]2[N:12]=[C:13]([C:29]3[CH:28]=[CH:27][CH:26]=[C:25]4[C:30]=3[C:22]([CH3:21])=[CH:23][N:24]4[S:40]([C:43]3[CH:49]=[CH:48][C:46]([CH3:47])=[CH:45][CH:44]=3)(=[O:42])=[O:41])[N:14]=[C:15]([O:16][CH3:17])[C:10]=2[CH2:9]1)[C:2]1[CH:7]=[CH:6][CH:5]=[CH:4][CH:3]=1, predict the reactants needed to synthesize it. The reactants are: [CH2:1]([N:8]1[CH2:20][CH2:19][C:11]2[N:12]=[C:13](Cl)[N:14]=[C:15]([O:16][CH3:17])[C:10]=2[CH2:9]1)[C:2]1[CH:7]=[CH:6][CH:5]=[CH:4][CH:3]=1.[CH3:21][C:22]1[C:30]2[C:25](=[CH:26][CH:27]=[CH:28][C:29]=2B2OC(C)(C)C(C)(C)O2)[N:24]([S:40]([C:43]2[CH:49]=[CH:48][C:46]([CH3:47])=[CH:45][CH:44]=2)(=[O:42])=[O:41])[CH:23]=1.C([O-])([O-])=O.[Na+].[Na+].